Dataset: Forward reaction prediction with 1.9M reactions from USPTO patents (1976-2016). Task: Predict the product of the given reaction. Given the reactants [OH:1][C@H:2]1[C@H:6]2[O:7][CH2:8][C@:3]1([CH2:27][OH:28])[O:4][C@H:5]2[N:9]1[CH:17]=[N:16][C:15]2[C:10]1=[N:11][CH:12]=[N:13][C:14]=2[NH:18][C:19](=[O:26])[C:20]1[CH:25]=[CH:24][CH:23]=[CH:22][CH:21]=1.[CH3:29][O:30][C:31]1[CH:52]=[CH:51][C:34]([C:35](Cl)([C:44]2[CH:49]=[CH:48][CH:47]=[CH:46][CH:45]=2)[C:36]2[CH:41]=[CH:40][C:39]([O:42][CH3:43])=[CH:38][CH:37]=2)=[CH:33][CH:32]=1.C(=O)([O-])O.[Na+], predict the reaction product. The product is: [OH:1][C@H:2]1[C@H:6]2[O:7][CH2:8][C@:3]1([CH2:27][O:28][C:35]([C:44]1[CH:49]=[CH:48][CH:47]=[CH:46][CH:45]=1)([C:36]1[CH:41]=[CH:40][C:39]([O:42][CH3:43])=[CH:38][CH:37]=1)[C:34]1[CH:33]=[CH:32][C:31]([O:30][CH3:29])=[CH:52][CH:51]=1)[O:4][C@H:5]2[N:9]1[CH:17]=[N:16][C:15]2[C:10]1=[N:11][CH:12]=[N:13][C:14]=2[NH:18][C:19](=[O:26])[C:20]1[CH:25]=[CH:24][CH:23]=[CH:22][CH:21]=1.[OH:1][C@H:2]1[C@H:6]2[O:7][CH2:8][C@:3]1([CH2:27][OH:28])[O:4][C@H:5]2[N:9]1[CH:17]=[N:16][C:15]2[C:10]1=[N:11][CH:12]=[N:13][C:14]=2[NH2:18].